Dataset: Reaction yield outcomes from USPTO patents with 853,638 reactions. Task: Predict the reaction yield, written as a fraction of the theoretical maximum amount of product (1.0 means a 100% yield; for example, 0.34 means a 34% yield). (1) The reactants are CN(C)C=O.C(Cl)(=O)C(Cl)=O.[CH3:12][C:13]1[CH:18]=[CH:17][N:16]=[C:15]([N:19]2[C:24](=[O:25])[CH:23]=[CH:22][C:21]([C:26]([NH2:28])=O)=[CH:20]2)[CH:14]=1.C(N(CC)CC)C. The catalyst is C(#N)C. The product is [CH3:12][C:13]1[CH:18]=[CH:17][N:16]=[C:15]([N:19]2[C:24](=[O:25])[CH:23]=[CH:22][C:21]([C:26]#[N:28])=[CH:20]2)[CH:14]=1. The yield is 0.710. (2) The reactants are [F:1][C:2]1[CH:3]=[C:4]([N:8]2[CH:12]=[C:11]([NH:13][C:14](=[O:18])[CH:15]([CH3:17])[CH3:16])[C:10]([CH2:19]O)=[N:9]2)[CH:5]=[N:6][CH:7]=1.S(Cl)([Cl:23])=O.C(=O)(O)[O-].[Na+]. The catalyst is ClCCl. The product is [Cl:23][CH2:19][C:10]1[C:11]([NH:13][C:14](=[O:18])[CH:15]([CH3:17])[CH3:16])=[CH:12][N:8]([C:4]2[CH:5]=[N:6][CH:7]=[C:2]([F:1])[CH:3]=2)[N:9]=1. The yield is 0.940. (3) The reactants are [NH2:1][C:2]1[N:3]([CH3:24])[C:4](=[O:23])[C:5]2([C:15]3[C:10](=[CH:11][CH:12]=[C:13](Br)[CH:14]=3)[O:9][CH:8]([C:17]3[CH:22]=[CH:21][CH:20]=[CH:19][CH:18]=3)[CH2:7]2)[N:6]=1.[CH:25]([C:27]1[CH:28]=[C:29](B(O)O)[CH:30]=[CH:31][CH:32]=1)=[CH2:26]. The catalyst is O1CCOCC1.C([O-])([O-])=O.[Cs+].[Cs+].Cl[Pd](Cl)([P](C1C=CC=CC=1)(C1C=CC=CC=1)C1C=CC=CC=1)[P](C1C=CC=CC=1)(C1C=CC=CC=1)C1C=CC=CC=1. The product is [NH2:1][C:2]1[N:3]([CH3:24])[C:4](=[O:23])[C:5]2([C:15]3[C:10](=[CH:11][CH:12]=[C:13]([C:31]4[CH:30]=[CH:29][CH:28]=[C:27]([CH:25]=[CH2:26])[CH:32]=4)[CH:14]=3)[O:9][CH:8]([C:17]3[CH:22]=[CH:21][CH:20]=[CH:19][CH:18]=3)[CH2:7]2)[N:6]=1. The yield is 0.0600. (4) The reactants are [Cl:1][C:2]1[C:7]([F:8])=[CH:6][C:5](C=C)=[CH:4][N:3]=1.S([O-])([O-])=[O:12].[Na+].[Na+].CCO[C:20]([CH3:22])=[O:21]. The product is [Cl:1][C:2]1[N:3]=[CH:4][C:5]([C@H:20]([OH:21])[CH2:22][OH:12])=[CH:6][C:7]=1[F:8]. The yield is 0.890. The catalyst is O.C(O)(C)(C)C.